This data is from Forward reaction prediction with 1.9M reactions from USPTO patents (1976-2016). The task is: Predict the product of the given reaction. Given the reactants [S-:1][C:2]#[N:3].[K+].[C:5]([O:9][C:10](=[O:26])[NH:11][C:12]1[CH:17]=[CH:16][CH:15]=[C:14]([O:18][C:19]2[CH:24]=[CH:23][C:22]([NH2:25])=[CH:21][N:20]=2)[CH:13]=1)([CH3:8])([CH3:7])[CH3:6].BrBr, predict the reaction product. The product is: [C:5]([O:9][C:10](=[O:26])[NH:11][C:12]1[CH:17]=[CH:16][CH:15]=[C:14]([O:18][C:19]2[N:20]=[C:21]3[S:1][C:2]([NH2:3])=[N:25][C:22]3=[CH:23][CH:24]=2)[CH:13]=1)([CH3:8])([CH3:6])[CH3:7].